Dataset: Peptide-MHC class I binding affinity with 185,985 pairs from IEDB/IMGT. Task: Regression. Given a peptide amino acid sequence and an MHC pseudo amino acid sequence, predict their binding affinity value. This is MHC class I binding data. The peptide sequence is RVIDSRKSV. The MHC is HLA-B35:01 with pseudo-sequence HLA-B35:01. The binding affinity (normalized) is 0.0847.